Dataset: Full USPTO retrosynthesis dataset with 1.9M reactions from patents (1976-2016). Task: Predict the reactants needed to synthesize the given product. Given the product [CH3:35][C:33]([CH3:34])([CH3:36])[CH2:32][CH2:31][N:10]1[C:11](=[O:30])[C:12]([C:13]2[NH:18][C:17]3[CH:19]=[CH:20][C:21]([NH:23][S:24]([CH3:27])(=[O:25])=[O:26])=[CH:22][C:16]=3[S:15](=[O:29])(=[O:28])[N:14]=2)=[C:3]([OH:2])[CH:5]2[CH2:9][CH2:8][CH2:7][N:6]12, predict the reactants needed to synthesize it. The reactants are: C[O:2][C:3]([CH:5]1[CH2:9][CH2:8][CH2:7][N:6]1[N:10]([CH2:31][CH2:32][C:33]([CH3:36])([CH3:35])[CH3:34])[C:11](=[O:30])[CH2:12][C:13]1[NH:18][C:17]2[CH:19]=[CH:20][C:21]([NH:23][S:24]([CH3:27])(=[O:26])=[O:25])=[CH:22][C:16]=2[S:15](=[O:29])(=[O:28])[N:14]=1)=O.[O-]CC.[Na+].